From a dataset of Full USPTO retrosynthesis dataset with 1.9M reactions from patents (1976-2016). Predict the reactants needed to synthesize the given product. Given the product [Cl:1][C:2]1[C:3]([CH3:23])=[C:4]([S:8]([NH:11][C:12]2[S:13][CH:14]=[C:15]([CH2:17][CH2:18][N:19]3[CH2:20][CH2:21][O:22][C:31]3=[O:33])[N:16]=2)(=[O:9])=[O:10])[CH:5]=[CH:6][CH:7]=1, predict the reactants needed to synthesize it. The reactants are: [Cl:1][C:2]1[C:3]([CH3:23])=[C:4]([S:8]([NH:11][C:12]2[S:13][CH:14]=[C:15]([CH2:17][CH2:18][NH:19][CH2:20][CH2:21][OH:22])[N:16]=2)(=[O:10])=[O:9])[CH:5]=[CH:6][CH:7]=1.C(N(CC)CC)C.[C:31](OCC)(=[O:33])C.